Dataset: Reaction yield outcomes from USPTO patents with 853,638 reactions. Task: Predict the reaction yield, written as a fraction of the theoretical maximum amount of product (1.0 means a 100% yield; for example, 0.34 means a 34% yield). (1) The reactants are [F:1][C:2]1[CH:7]=[CH:6][C:5]([C@:8]2([CH2:32][CH2:33][CH2:34][OH:35])[O:13][C:12](=[O:14])[N:11]([C@H:15]([C:17]3[CH:22]=[CH:21][C:20](B4OC(C)(C)C(C)(C)O4)=[CH:19][CH:18]=3)[CH3:16])[CH2:10][CH2:9]2)=[CH:4][CH:3]=1.[Cl:36][C:37]1[N:42]=[C:41](Cl)[CH:40]=[CH:39][N:38]=1.C([O-])([O-])=O.[Cs+].[Cs+]. The catalyst is O1CCOCC1.Cl[Pd](Cl)([P](C1C=CC=CC=1)(C1C=CC=CC=1)C1C=CC=CC=1)[P](C1C=CC=CC=1)(C1C=CC=CC=1)C1C=CC=CC=1. The product is [Cl:36][C:37]1[N:42]=[C:41]([C:20]2[CH:19]=[CH:18][C:17]([C@@H:15]([N:11]3[CH2:10][CH2:9][C@@:8]([C:5]4[CH:6]=[CH:7][C:2]([F:1])=[CH:3][CH:4]=4)([CH2:32][CH2:33][CH2:34][OH:35])[O:13][C:12]3=[O:14])[CH3:16])=[CH:22][CH:21]=2)[CH:40]=[CH:39][N:38]=1. The yield is 0.620. (2) The reactants are [O:1]1[C:5]2[CH:6]=[CH:7][C:8]([CH2:10][C:11]#[N:12])=[CH:9][C:4]=2[O:3]C1.B(Br)(Br)Br.O. The catalyst is C(Cl)Cl. The product is [OH:3][C:4]1[CH:9]=[C:8]([CH2:10][C:11]#[N:12])[CH:7]=[CH:6][C:5]=1[OH:1]. The yield is 0.540. (3) The yield is 0.790. No catalyst specified. The product is [Br:1][C:2]1[CH:7]=[CH:6][C:5]([Br:8])=[CH:4][C:3]=1[S:10]([Cl:9])(=[O:12])=[O:11]. The reactants are [Br:1][C:2]1[CH:7]=[CH:6][C:5]([Br:8])=[CH:4][CH:3]=1.[Cl:9][S:10](O)(=[O:12])=[O:11]. (4) The reactants are CO.[SH:3][CH2:4][CH2:5][CH2:6][CH2:7][CH2:8][CH2:9][CH2:10][CH2:11][CH2:12][CH2:13][CH2:14][C:15]([OH:17])=[O:16].C[O-].[CH3:20][O:21][C:22]1[CH:42]=[CH:41][C:25]([CH2:26][S:27][CH2:28][CH2:29][CH2:30][CH2:31][CH2:32][CH2:33][CH2:34][CH2:35][CH2:36][CH2:37][CH2:38][CH2:39]Br)=[CH:24][CH:23]=1. The catalyst is CCOC(C)=O.C(O)(=O)C. The product is [CH3:20][O:21][C:22]1[CH:42]=[CH:41][C:25]([CH2:26][S:27][CH2:28][CH2:29][CH2:30][CH2:31][CH2:32][CH2:33][CH2:34][CH2:35][CH2:36][CH2:37][CH2:38][CH2:39][S:3][CH2:4][CH2:5][CH2:6][CH2:7][CH2:8][CH2:9][CH2:10][CH2:11][CH2:12][CH2:13][CH2:14][C:15]([OH:17])=[O:16])=[CH:24][CH:23]=1. The yield is 0.490. (5) The reactants are Br[C:2]1[C:3]([CH3:28])=[C:4]([C:8]2[C:20]3[C:19]4[C:14](=[CH:15][C:16]([C:21]([OH:24])([CH3:23])[CH3:22])=[CH:17][CH:18]=4)[NH:13][C:12]=3[C:11]([C:25]([NH2:27])=[O:26])=[CH:10][CH:9]=2)[CH:5]=[CH:6][CH:7]=1.[CH3:29][O:30][C:31]1[CH2:35][NH:34][C:33](=[O:36])[CH:32]=1.C(=O)([O-])[O-].[Cs+].[Cs+].C1(P(C2C=CC=CC=2)C2C3OC4C(=CC=CC=4P(C4C=CC=CC=4)C4C=CC=CC=4)C(C)(C)C=3C=CC=2)C=CC=CC=1. The catalyst is O1CCOCC1.C1C=CC(/C=C/C(/C=C/C2C=CC=CC=2)=O)=CC=1.C1C=CC(/C=C/C(/C=C/C2C=CC=CC=2)=O)=CC=1.C1C=CC(/C=C/C(/C=C/C2C=CC=CC=2)=O)=CC=1.[Pd].[Pd]. The product is [OH:24][C:21]([C:16]1[CH:15]=[C:14]2[C:19]([C:20]3[C:8]([C:4]4[CH:5]=[CH:6][CH:7]=[C:2]([N:34]5[CH2:35][C:31]([O:30][CH3:29])=[CH:32][C:33]5=[O:36])[C:3]=4[CH3:28])=[CH:9][CH:10]=[C:11]([C:25]([NH2:27])=[O:26])[C:12]=3[NH:13]2)=[CH:18][CH:17]=1)([CH3:22])[CH3:23]. The yield is 0.270. (6) The reactants are [Cl-].[Ce+3].[Cl-].[Cl-].[CH2:5]([Mg]Br)[CH3:6].[CH3:9][C:10]1([CH3:26])[N:14]([C:15]([O:17][C:18]([CH3:21])([CH3:20])[CH3:19])=[O:16])[C@@H:13]([C:22]([O:24]C)=O)[CH2:12][O:11]1.[CH2:27]1COC[CH2:28]1. No catalyst specified. The product is [OH:24][C:22]([C@H:13]1[CH2:12][O:11][C:10]([CH3:9])([CH3:26])[N:14]1[C:15]([O:17][C:18]([CH3:19])([CH3:20])[CH3:21])=[O:16])([CH2:5][CH3:6])[CH2:27][CH3:28]. The yield is 0.950. (7) The product is [C:40]([N:4]1[CH2:5][CH2:6][CH2:7][N:1]([C:8]2[N:16]3[C@@H:17]([C:20]4[CH:25]=[CH:24][CH:23]=[CH:22][N:21]=4)[CH2:18][O:19][C:14]4=[C:15]3[C:10](=[CH:11][CH:12]=[C:13]4[C:26]3[C:27]([CH3:32])=[N:28][O:29][C:30]=3[CH3:31])[N:9]=2)[CH2:2][CH2:3]1)(=[O:42])[CH3:41]. The catalyst is C(Cl)Cl.CO. The reactants are [N:1]1([C:8]2[N:16]3[C@@H:17]([C:20]4[CH:25]=[CH:24][CH:23]=[CH:22][N:21]=4)[CH2:18][O:19][C:14]4=[C:15]3[C:10](=[CH:11][CH:12]=[C:13]4[C:26]3[C:27]([CH3:32])=[N:28][O:29][C:30]=3[CH3:31])[N:9]=2)[CH2:7][CH2:6][CH2:5][NH:4][CH2:3][CH2:2]1.C(N(CC)CC)C.[C:40](Cl)(=[O:42])[CH3:41]. The yield is 0.640.